This data is from Full USPTO retrosynthesis dataset with 1.9M reactions from patents (1976-2016). The task is: Predict the reactants needed to synthesize the given product. Given the product [C:3]([C:5]1[CH:6]=[C:7]([C:15]2[O:19][N:18]=[C:17]([C:20]3[C:21]([CH3:33])=[C:22]([CH2:26][CH2:27][C:28]([OH:30])=[O:29])[CH:23]=[CH:24][CH:25]=3)[N:16]=2)[CH:8]=[CH:9][C:10]=1[O:11][CH:12]([CH3:14])[CH3:13])#[N:4], predict the reactants needed to synthesize it. The reactants are: [OH-].[Na+].[C:3]([C:5]1[CH:6]=[C:7]([C:15]2[O:19][N:18]=[C:17]([C:20]3[C:21]([CH3:33])=[C:22]([CH2:26][CH2:27][C:28]([O:30]CC)=[O:29])[CH:23]=[CH:24][CH:25]=3)[N:16]=2)[CH:8]=[CH:9][C:10]=1[O:11][CH:12]([CH3:14])[CH3:13])#[N:4].Cl.